Dataset: Forward reaction prediction with 1.9M reactions from USPTO patents (1976-2016). Task: Predict the product of the given reaction. (1) Given the reactants Cl[C:2]([O:4][CH2:5][C:6]1[CH:11]=[CH:10][CH:9]=[CH:8][CH:7]=1)=[O:3].[C:12]([Si:16]([CH3:28])([CH3:27])[O:17][CH:18]1[CH2:25][CH2:24][CH2:23][CH:22]([NH2:26])[CH2:21][CH2:20][CH2:19]1)([CH3:15])([CH3:14])[CH3:13].C(N(C(C)C)CC)(C)C, predict the reaction product. The product is: [CH2:5]([O:4][C:2](=[O:3])[NH:26][CH:22]1[CH2:23][CH2:24][CH2:25][CH:18]([O:17][Si:16]([C:12]([CH3:15])([CH3:14])[CH3:13])([CH3:27])[CH3:28])[CH2:19][CH2:20][CH2:21]1)[C:6]1[CH:11]=[CH:10][CH:9]=[CH:8][CH:7]=1. (2) Given the reactants [CH:1]12[CH2:7][CH:4]([CH2:5][CH2:6]1)[C:3](=O)[C:2]2=O.COP([CH2:16][C:17]([C:19]1[CH:24]=[CH:23][CH:22]=[CH:21][C:20]=1[O:25][CH3:26])=O)(=O)OC.O.[NH2:28][NH2:29], predict the reaction product. The product is: [CH3:26][O:25][C:20]1[CH:21]=[CH:22][CH:23]=[CH:24][C:19]=1[C:17]1[CH:16]=[C:3]2[C:2]([CH:1]3[CH2:7][CH:4]2[CH2:5][CH2:6]3)=[N:29][N:28]=1.